Predict the reaction yield, written as a fraction of the theoretical maximum amount of product (1.0 means a 100% yield; for example, 0.34 means a 34% yield). From a dataset of Reaction yield outcomes from USPTO patents with 853,638 reactions. The reactants are [Cl:1][CH2:2][C:3]1[CH:8]=[CH:7][C:6]([C:9]2[O:13][N:12]=[C:11]([CH3:14])[C:10]=2C(O)=O)=[CH:5][CH:4]=1.C([N:20]([CH2:23]C)CC)C.C1(P(N=[N+]=[N-])(C2C=CC=CC=2)=[O:32])C=CC=CC=1.[C:42]1([C@H:48]([OH:50])[CH3:49])[CH:47]=[CH:46][CH:45]=[CH:44][CH:43]=1. The catalyst is C1(C)C=CC=CC=1. The product is [C:42]1([C@H:48]([O:50][C:23](=[O:32])[NH:20][C:10]2[C:11]([CH3:14])=[N:12][O:13][C:9]=2[C:6]2[CH:5]=[CH:4][C:3]([CH2:2][Cl:1])=[CH:8][CH:7]=2)[CH3:49])[CH:47]=[CH:46][CH:45]=[CH:44][CH:43]=1. The yield is 0.710.